Predict the reaction yield, written as a fraction of the theoretical maximum amount of product (1.0 means a 100% yield; for example, 0.34 means a 34% yield). From a dataset of Reaction yield outcomes from USPTO patents with 853,638 reactions. (1) The reactants are C([O:7][CH2:8][C:9]([F:15])([F:14])[S:10]([O-:13])(=[O:12])=[O:11])(=O)C(C)(C)C.[C:16]1([S+:22]([C:29]2[CH:34]=[CH:33][CH:32]=[CH:31][CH:30]=2)[C:23]2[CH:28]=[CH:27][CH:26]=[CH:25][CH:24]=2)[CH:21]=[CH:20][CH:19]=[CH:18][CH:17]=1.[OH-].[Na+].Cl. The catalyst is CO. The yield is 0.780. The product is [F:14][C:9]([F:15])([S:10]([O-:13])(=[O:12])=[O:11])[CH2:8][OH:7].[C:29]1([S+:22]([C:16]2[CH:17]=[CH:18][CH:19]=[CH:20][CH:21]=2)[C:23]2[CH:28]=[CH:27][CH:26]=[CH:25][CH:24]=2)[CH:30]=[CH:31][CH:32]=[CH:33][CH:34]=1. (2) The reactants are [CH:1]([N:4]1[CH2:9][CH2:8][N:7]([C:10]2[CH:15]=[CH:14][C:13]([N+:16]([O-])=O)=[CH:12][CH:11]=2)[CH2:6][CH2:5]1)([CH3:3])[CH3:2].O.O.[Sn](Cl)Cl.Cl. The catalyst is CO. The product is [CH:1]([N:4]1[CH2:9][CH2:8][N:7]([C:10]2[CH:11]=[CH:12][C:13]([NH2:16])=[CH:14][CH:15]=2)[CH2:6][CH2:5]1)([CH3:3])[CH3:2]. The yield is 0.880. (3) The reactants are [OH:1][CH:2]1[CH2:7][CH2:6][N:5]([C:8]([O:10][C:11]([CH3:14])([CH3:13])[CH3:12])=[O:9])[CH2:4][CH:3]1[C:15]([F:18])([F:17])[F:16].[H-].[Na+].I[CH3:22]. The catalyst is O1CCCC1. The product is [C:11]([O:10][C:8]([N:5]1[CH2:6][CH2:7][CH:2]([O:1][CH3:22])[CH:3]([C:15]([F:18])([F:16])[F:17])[CH2:4]1)=[O:9])([CH3:12])([CH3:13])[CH3:14]. The yield is 0.950. (4) The reactants are [CH3:1][C:2]1[O:6][N:5]=[C:4]([C:7]2[CH:12]=[CH:11][CH:10]=[CH:9][CH:8]=2)[C:3]=1[C:13]1[N:14]=[C:15]2[CH:20]=[C:19]([C:21]([OH:23])=O)[CH:18]=[CH:17][N:16]2[CH:24]=1.C(N(CC)C(C)C)(C)C.[NH2:34][CH2:35][CH:36]1[CH2:38][CH2:37]1.[Cl-].[Na+].O.O. The catalyst is CN(C=O)C. The product is [CH:36]1([CH2:35][NH:34][C:21]([C:19]2[CH:18]=[CH:17][N:16]3[CH:24]=[C:13]([C:3]4[C:4]([C:7]5[CH:8]=[CH:9][CH:10]=[CH:11][CH:12]=5)=[N:5][O:6][C:2]=4[CH3:1])[N:14]=[C:15]3[CH:20]=2)=[O:23])[CH2:38][CH2:37]1. The yield is 0.740. (5) The reactants are FC(F)(F)C(O)=O.[Cl:8][C:9]1[CH:14]=[CH:13][C:12]([C:15]2([C:39]#[N:40])[CH:19]([CH2:20][C:21]([CH3:24])([CH3:23])[CH3:22])[NH:18][CH:17]([C:25]([OH:27])=O)[CH:16]2[C:28]2[CH:33]=[C:32]([Cl:34])[CH:31]=[CH:30][C:29]=2[O:35][CH2:36][CH2:37][OH:38])=[C:11]([F:41])[CH:10]=1.CC1(C)[O:47][C@@H:46]([CH2:48][CH2:49][NH2:50])[CH2:45][O:44]1.CN(C(ON1N=NC2C=CC=NC1=2)=[N+](C)C)C.F[P-](F)(F)(F)(F)F.CCN(C(C)C)C(C)C.Cl. The catalyst is C(Cl)Cl.O1CCCC1. The product is [OH:47][C@H:46]([CH2:45][OH:44])[CH2:48][CH2:49][NH:50][C:25]([CH:17]1[CH:16]([C:28]2[CH:33]=[C:32]([Cl:34])[CH:31]=[CH:30][C:29]=2[O:35][CH2:36][CH2:37][OH:38])[C:15]([C:12]2[CH:13]=[CH:14][C:9]([Cl:8])=[CH:10][C:11]=2[F:41])([C:39]#[N:40])[CH:19]([CH2:20][C:21]([CH3:22])([CH3:24])[CH3:23])[NH:18]1)=[O:27]. The yield is 0.130. (6) The reactants are [NH2:1][CH:2]([CH2:12][C:13]1[CH:18]=[CH:17][C:16]([C:19]([F:22])([F:21])[F:20])=[CH:15][CH:14]=1)[CH:3]([C:5]1[CH:10]=[CH:9][CH:8]=[CH:7][C:6]=1[F:11])[OH:4].[C:23]1([CH2:29][CH2:30][C:31](Cl)=[O:32])[CH:28]=[CH:27][CH:26]=[CH:25][CH:24]=1.C(=O)([O-])O.[Na+]. The catalyst is C(OCC)(=O)C.O. The product is [F:11][C:6]1[CH:7]=[CH:8][CH:9]=[CH:10][C:5]=1[CH:3]([OH:4])[CH:2]([NH:1][C:31](=[O:32])[CH2:30][CH2:29][C:23]1[CH:28]=[CH:27][CH:26]=[CH:25][CH:24]=1)[CH2:12][C:13]1[CH:18]=[CH:17][C:16]([C:19]([F:22])([F:20])[F:21])=[CH:15][CH:14]=1. The yield is 0.780. (7) The reactants are [CH3:1][O:2][C:3]1[CH:4]=[C:5]([NH2:26])[CH:6]=[CH:7][C:8]=1[C:9]1[O:10][C:11]([C:14]2[C:15]([C:20]3[CH:25]=[CH:24][CH:23]=[CH:22][CH:21]=3)=[N:16][O:17][C:18]=2[CH3:19])=[N:12][N:13]=1.C(NC(C)C)(C)C.[S:34]1[CH:38]=[CH:37][CH:36]=[C:35]1[S:39](Cl)(=[O:41])=[O:40]. The catalyst is O1CCCC1.CN(C)C1C=CN=CC=1. The product is [CH3:1][O:2][C:3]1[CH:4]=[C:5]([NH:26][S:39]([C:35]2[S:34][CH:38]=[CH:37][CH:36]=2)(=[O:41])=[O:40])[CH:6]=[CH:7][C:8]=1[C:9]1[O:10][C:11]([C:14]2[C:15]([C:20]3[CH:21]=[CH:22][CH:23]=[CH:24][CH:25]=3)=[N:16][O:17][C:18]=2[CH3:19])=[N:12][N:13]=1. The yield is 0.330. (8) The reactants are Cl[CH2:2][CH2:3][CH2:4][C:5]([C:7]1[CH:12]=[CH:11][CH:10]=[CH:9][CH:8]=1)=[O:6].[N-:13]=[N+:14]=[N-:15].[Na+].O. The catalyst is CS(C)=O. The product is [N:13]([CH2:2][CH2:3][CH2:4][C:5]([C:7]1[CH:12]=[CH:11][CH:10]=[CH:9][CH:8]=1)=[O:6])=[N+:14]=[N-:15]. The yield is 0.990.